Dataset: Full USPTO retrosynthesis dataset with 1.9M reactions from patents (1976-2016). Task: Predict the reactants needed to synthesize the given product. Given the product [ClH:19].[CH3:18][C@@H:14]1[CH2:13][N:12]([C:8]2[CH:7]=[CH:6][CH:5]=[C:4]3[C:9]=2[CH:10]=[CH:11][C:2]([CH3:1])=[N:3]3)[CH2:17][CH2:16][N:15]1[CH2:20][CH2:21][C:22]1[CH:23]=[CH:24][C:25]2[O:30][CH2:29][C:28](=[O:31])[NH:27][C:26]=2[CH:32]=1, predict the reactants needed to synthesize it. The reactants are: [CH3:1][C:2]1[CH:11]=[CH:10][C:9]2[C:4](=[CH:5][CH:6]=[CH:7][C:8]=2[N:12]2[CH2:17][CH2:16][NH:15][C@H:14]([CH3:18])[CH2:13]2)[N:3]=1.[Cl:19][CH2:20][CH2:21][C:22]1[CH:23]=[C:24](F)[C:25]2[O:30][CH2:29][C:28](=[O:31])[NH:27][C:26]=2[CH:32]=1.